From a dataset of Full USPTO retrosynthesis dataset with 1.9M reactions from patents (1976-2016). Predict the reactants needed to synthesize the given product. (1) Given the product [F:31][C:29]1[CH:30]=[C:25]([C:23]2[O:22][N:21]=[C:20]([CH2:19][N:4]3[C:5]4[C:10](=[C:9]([C:11]([F:13])([F:12])[F:14])[C:8]([C:15]#[N:16])=[CH:7][CH:6]=4)[C:2]([F:1])=[C:3]3[CH3:17])[N:24]=2)[CH:26]=[C:27]([F:32])[CH:28]=1, predict the reactants needed to synthesize it. The reactants are: [F:1][C:2]1[C:10]2[C:5](=[CH:6][CH:7]=[C:8]([C:15]#[N:16])[C:9]=2[C:11]([F:14])([F:13])[F:12])[NH:4][C:3]=1[CH3:17].Cl[CH2:19][C:20]1[N:24]=[C:23]([C:25]2[CH:30]=[C:29]([F:31])[CH:28]=[C:27]([F:32])[CH:26]=2)[O:22][N:21]=1. (2) Given the product [N:1]1([CH:35]2[CH2:36][CH2:37][NH:32][CH2:33][CH2:34]2)[CH2:6][CH2:5][O:4][CH2:3][CH2:2]1, predict the reactants needed to synthesize it. The reactants are: [NH:1]1[CH2:6][CH2:5][O:4][CH2:3][CH2:2]1.C(O[BH-](OC(=O)C)OC(=O)C)(=O)C.[Na+].C(O)(=O)C.C(OC([N:32]1[CH2:37][CH2:36][C:35](=O)[CH2:34][CH2:33]1)=O)(C)(C)C.C(=O)([O-])O.[Na+]. (3) The reactants are: C([O:8][CH2:9][CH2:10][CH2:11][CH2:12][CH:13]([O:22][Si:23]([CH:30]([CH3:32])[CH3:31])([CH:27]([CH3:29])[CH3:28])[CH:24]([CH3:26])[CH3:25])[CH2:14][CH2:15][C:16]1[CH:21]=[CH:20][CH:19]=[CH:18][CH:17]=1)C1C=CC=CC=1. Given the product [C:16]1([CH2:15][CH2:14][CH:13]([O:22][Si:23]([CH:30]([CH3:32])[CH3:31])([CH:27]([CH3:29])[CH3:28])[CH:24]([CH3:25])[CH3:26])[CH2:12][CH2:11][CH2:10][CH2:9][OH:8])[CH:21]=[CH:20][CH:19]=[CH:18][CH:17]=1, predict the reactants needed to synthesize it. (4) Given the product [C:3]1([C:40]2[CH:45]=[CH:44][CH:43]=[CH:42][CH:41]=2)[CH:8]=[CH:7][CH:6]=[CH:5][C:4]=1[NH:9][C:10]([O:12][CH:13]1[CH2:14][CH2:15][N:16]([CH2:19][CH2:20][N:21]([CH3:39])[C:22](=[O:38])[CH2:23][CH2:24][CH2:25][CH2:26][CH2:27][NH:28][C:29]2[CH:37]=[CH:36][C:32]([C:33]([N:49]3[CH2:50][CH2:51][CH2:52][N:46]([C:53]([O:55][C:56]([CH3:59])([CH3:58])[CH3:57])=[O:54])[CH2:47][CH2:48]3)=[O:34])=[CH:31][CH:30]=2)[CH2:17][CH2:18]1)=[O:11], predict the reactants needed to synthesize it. The reactants are: Cl.Cl.[C:3]1([C:40]2[CH:45]=[CH:44][CH:43]=[CH:42][CH:41]=2)[CH:8]=[CH:7][CH:6]=[CH:5][C:4]=1[NH:9][C:10]([O:12][CH:13]1[CH2:18][CH2:17][N:16]([CH2:19][CH2:20][N:21]([CH3:39])[C:22](=[O:38])[CH2:23][CH2:24][CH2:25][CH2:26][CH2:27][NH:28][C:29]2[CH:37]=[CH:36][C:32]([C:33](O)=[O:34])=[CH:31][CH:30]=2)[CH2:15][CH2:14]1)=[O:11].[N:46]1([C:53]([O:55][C:56]([CH3:59])([CH3:58])[CH3:57])=[O:54])[CH2:52][CH2:51][CH2:50][NH:49][CH2:48][CH2:47]1. (5) Given the product [NH2:1][C:2]1[C:7]([O:8][C:9]2[CH:14]=[CH:13][C:12]([F:15])=[CH:11][C:10]=2[F:16])=[CH:6][C:5]([CH:18]2[CH2:20][CH2:19]2)=[CH:4][N:3]=1, predict the reactants needed to synthesize it. The reactants are: [NH2:1][C:2]1[C:7]([O:8][C:9]2[CH:14]=[CH:13][C:12]([F:15])=[CH:11][C:10]=2[F:16])=[CH:6][C:5](Br)=[CH:4][N:3]=1.[CH:18]1(OB(O)O)[CH2:20][CH2:19]1.C(=O)([O-])[O-].[Na+].[Na+].[Cl-].[NH4+]. (6) The reactants are: [Cl:1][C:2]1[C:7]([CH3:8])=[C:6]([F:9])[CH:5]=[CH:4][C:3]=1[N:10]1[CH2:15][CH2:14][N:13]([CH2:16][CH2:17][CH2:18][CH:19]=[CH:20][C:21]2[N:30]=[C:29]3[C:24]([CH2:25][CH2:26][C:27](=[O:31])[NH:28]3)=[CH:23][CH:22]=2)[CH2:12][CH2:11]1. Given the product [Cl:1][C:2]1[C:7]([CH3:8])=[C:6]([F:9])[CH:5]=[CH:4][C:3]=1[N:10]1[CH2:11][CH2:12][N:13]([CH2:16][CH2:17][CH2:18][CH2:19][CH2:20][C:21]2[N:30]=[C:29]3[C:24]([CH2:25][CH2:26][C:27](=[O:31])[NH:28]3)=[CH:23][CH:22]=2)[CH2:14][CH2:15]1, predict the reactants needed to synthesize it. (7) Given the product [Cl:25][C:26]1[CH:27]=[C:28]([CH:32]=[CH:33][C:34]=1[O:35][CH2:36][C:37]1[CH:46]=[CH:45][C:44]2[C:39](=[CH:40][CH:41]=[CH:42][CH:43]=2)[N:38]=1)[C:29]([N:3]([O:2][CH3:1])[CH3:4])=[O:31], predict the reactants needed to synthesize it. The reactants are: [CH3:1][O:2][N:3](C)[C:4](=O)C1C=CC(CCC2C=CC3C(=CC=CC=3)N=2)=CC=1.[Cl:25][C:26]1[CH:27]=[C:28]([CH:32]=[CH:33][C:34]=1[O:35][CH2:36][C:37]1[CH:46]=[CH:45][C:44]2[C:39](=[CH:40][CH:41]=[CH:42][CH:43]=2)[N:38]=1)[C:29]([OH:31])=O.